Task: Predict the reaction yield, written as a fraction of the theoretical maximum amount of product (1.0 means a 100% yield; for example, 0.34 means a 34% yield).. Dataset: Reaction yield outcomes from USPTO patents with 853,638 reactions (1) The reactants are [CH2:1]([O:8][C:9]1[CH:14]=[C:13]([N+:15]([O-])=O)[CH:12]=[CH:11][C:10]=1[O:18][CH3:19])[C:2]1[CH:7]=[CH:6][CH:5]=[CH:4][CH:3]=1.CCOC(C)=O.O.O.Cl[Sn]Cl.C([O-])(O)=O.[Na+]. The catalyst is CCO.O. The product is [CH2:1]([O:8][C:9]1[CH:14]=[C:13]([NH2:15])[CH:12]=[CH:11][C:10]=1[O:18][CH3:19])[C:2]1[CH:3]=[CH:4][CH:5]=[CH:6][CH:7]=1. The yield is 0.590. (2) The reactants are [OH:1][CH2:2][CH2:3][CH2:4][CH2:5][OH:6].[H-].[Na+].F[C:10]1[CH:19]=[C:18]2[C:13]([C:14](=[O:20])[NH:15][CH:16]=[N:17]2)=[CH:12][CH:11]=1.Cl. The catalyst is CC(N(C)C)=O.[Cl-].[Na+].O. The product is [OH:1][CH2:2][CH2:3][CH2:4][CH2:5][O:6][C:10]1[CH:19]=[C:18]2[C:13]([C:14](=[O:20])[NH:15][CH:16]=[N:17]2)=[CH:12][CH:11]=1. The yield is 0.410. (3) The reactants are C(OC([N:8]1[CH2:13][CH2:12][N:11]([C:14]2[CH:19]=[CH:18][C:17]([C:20]3[S:21][C:22]([C:25]4[N:26]([C:34]5[CH:39]=[C:38]([Cl:40])[CH:37]=[CH:36][C:35]=5[Cl:41])[CH:27]=[C:28]([C:30]([F:33])([F:32])[F:31])[N:29]=4)=[CH:23][CH:24]=3)=[CH:16][N:15]=2)[CH2:10][CH2:9]1)=O)(C)(C)C.FC(CC(O)=O)(F)F. The product is [Cl:41][C:35]1[CH:36]=[CH:37][C:38]([Cl:40])=[CH:39][C:34]=1[N:26]1[CH:27]=[C:28]([C:30]([F:31])([F:33])[F:32])[N:29]=[C:25]1[C:22]1[S:21][C:20]([C:17]2[CH:18]=[CH:19][C:14]([N:11]3[CH2:10][CH2:9][NH:8][CH2:13][CH2:12]3)=[N:15][CH:16]=2)=[CH:24][CH:23]=1. The yield is 0.570. The catalyst is ClCCl.